Dataset: Peptide-MHC class II binding affinity with 134,281 pairs from IEDB. Task: Regression. Given a peptide amino acid sequence and an MHC pseudo amino acid sequence, predict their binding affinity value. This is MHC class II binding data. (1) The MHC is DRB1_1501 with pseudo-sequence DRB1_1501. The binding affinity (normalized) is 0. The peptide sequence is ERRNKYLEEHPSAGK. (2) The peptide sequence is GDKVAYALAQGLKVI. The MHC is HLA-DQA10501-DQB10301 with pseudo-sequence HLA-DQA10501-DQB10301. The binding affinity (normalized) is 0.394. (3) The MHC is HLA-DQA10501-DQB10301 with pseudo-sequence HLA-DQA10501-DQB10301. The binding affinity (normalized) is 0.536. The peptide sequence is INEPTAAAHAYGLDR. (4) The peptide sequence is TGKKITAHLKRLWKM. The MHC is HLA-DQA10102-DQB10501 with pseudo-sequence HLA-DQA10102-DQB10501. The binding affinity (normalized) is 0.534. (5) The peptide sequence is ECYVQRFHLIKNTFG. The MHC is DRB3_0101 with pseudo-sequence DRB3_0101. The binding affinity (normalized) is 0.197.